This data is from Full USPTO retrosynthesis dataset with 1.9M reactions from patents (1976-2016). The task is: Predict the reactants needed to synthesize the given product. (1) Given the product [C:6]([CH2:8][NH:9][C:10](=[O:41])[C@H:11]([CH2:37][CH:38]([CH3:39])[CH3:40])[NH:12][C:13]1[S:17][N:16]=[CH:15][C:14]=1[C:18]1[CH:19]=[CH:20][C:21]([N:7]2[CH2:42][CH2:46][NH:9][CH2:8][CH2:6]2)=[CH:22][CH:23]=1)#[N:7], predict the reactants needed to synthesize it. The reactants are: CS(O)(=O)=O.[C:6]([CH2:8][NH:9][C:10](=[O:41])[C@H:11]([CH2:37][CH:38]([CH3:40])[CH3:39])[NH:12][C:13]1[S:17][N:16]=[CH:15][C:14]=1[C:18]1[CH:23]=[CH:22][CH:21]=[CH:20][C:19]=1N1CCN(C(OC(C)(C)C)=O)CC1)#[N:7].[CH2:42]1[CH2:46]OCC1. (2) The reactants are: [F:1][C:2]1[CH:7]=[C:6]([N+:8]([O-])=O)[CH:5]=[C:4]([F:11])[C:3]=1[N:12]1[CH2:17][CH2:16][S:15](=[O:19])(=[O:18])[CH2:14][CH2:13]1. Given the product [O:19]=[S:15]1(=[O:18])[CH2:16][CH2:17][N:12]([C:3]2[C:4]([F:11])=[CH:5][C:6]([NH2:8])=[CH:7][C:2]=2[F:1])[CH2:13][CH2:14]1, predict the reactants needed to synthesize it. (3) Given the product [OH:88][CH2:87][CH2:86][CH2:85][CH2:84][CH2:83][CH2:82][CH2:81][CH2:80][CH2:79][CH2:78][CH2:77][S:76][C:2]1[CH:3]=[C:4]2[C:9](=[C:10]([CH3:12])[CH:11]=1)[N:8]=[CH:7][C:6]([C:13]([NH2:15])=[O:14])=[C:5]2[NH:16][C:17]1[CH:22]=[CH:21][CH:20]=[C:19]([O:23][CH3:24])[CH:18]=1, predict the reactants needed to synthesize it. The reactants are: I[C:2]1[CH:3]=[C:4]2[C:9](=[C:10]([CH3:12])[CH:11]=1)[N:8]=[CH:7][C:6]([C:13]([NH2:15])=[O:14])=[C:5]2[NH:16][C:17]1[CH:22]=[CH:21][CH:20]=[C:19]([O:23][CH3:24])[CH:18]=1.CCN(C(C)C)C(C)C.CC1(C)C2C(=C(P(C3C=CC=CC=3)C3C=CC=CC=3)C=CC=2)OC2C(P(C3C=CC=CC=3)C3C=CC=CC=3)=CC=CC1=2.[SH:76][CH2:77][CH2:78][CH2:79][CH2:80][CH2:81][CH2:82][CH2:83][CH2:84][CH2:85][CH2:86][CH2:87][OH:88].